Predict the reactants needed to synthesize the given product. From a dataset of Full USPTO retrosynthesis dataset with 1.9M reactions from patents (1976-2016). Given the product [Cl:1][C:2]1[C:7]([O:8][CH3:9])=[CH:6][C:5]([O:10][CH3:11])=[CH:4][C:3]=1[C:12]1[C:23](=[O:24])[N:22]([CH2:26][CH2:27][C:28]2[CH:29]=[CH:30][C:31]([NH:34][C:35](=[O:41])[O:36][C:37]([CH3:40])([CH3:39])[CH3:38])=[CH:32][CH:33]=2)[C:15]2[N:16]=[C:17]([S:20][CH3:21])[N:18]=[CH:19][C:14]=2[CH:13]=1, predict the reactants needed to synthesize it. The reactants are: [Cl:1][C:2]1[C:7]([O:8][CH3:9])=[CH:6][C:5]([O:10][CH3:11])=[CH:4][C:3]=1[C:12]1[C:23](=[O:24])[NH:22][C:15]2[N:16]=[C:17]([S:20][CH3:21])[N:18]=[CH:19][C:14]=2[CH:13]=1.I[CH2:26][CH2:27][C:28]1[CH:33]=[CH:32][C:31]([NH:34][C:35](=[O:41])[O:36][C:37]([CH3:40])([CH3:39])[CH3:38])=[CH:30][CH:29]=1.